Regression. Given a peptide amino acid sequence and an MHC pseudo amino acid sequence, predict their binding affinity value. This is MHC class II binding data. From a dataset of Peptide-MHC class II binding affinity with 134,281 pairs from IEDB. (1) The MHC is HLA-DQA10101-DQB10501 with pseudo-sequence HLA-DQA10101-DQB10501. The binding affinity (normalized) is 0.113. The peptide sequence is HGSEEWEPLTKKGNVWEVKS. (2) The peptide sequence is NSYIAEMETESWIVD. The MHC is HLA-DQA10501-DQB10302 with pseudo-sequence HLA-DQA10501-DQB10302. The binding affinity (normalized) is 0.234. (3) The peptide sequence is ISPSFLVYSFFVHDL. The MHC is DRB1_0701 with pseudo-sequence DRB1_0701. The binding affinity (normalized) is 0.468. (4) The peptide sequence is GELQIVDKIDAWFKI. The MHC is DRB1_1201 with pseudo-sequence DRB1_1201. The binding affinity (normalized) is 0.614. (5) The peptide sequence is IKTLKFDALSGSQEV. The MHC is DRB1_0801 with pseudo-sequence DRB1_0801. The binding affinity (normalized) is 0.489. (6) The peptide sequence is CVYNMMGKREKKLSE. The MHC is DRB3_0301 with pseudo-sequence DRB3_0301. The binding affinity (normalized) is 0.415.